This data is from Catalyst prediction with 721,799 reactions and 888 catalyst types from USPTO. The task is: Predict which catalyst facilitates the given reaction. (1) Reactant: Br[C:2]1[CH:6]=[CH:5][N:4]([C:7]2[CH:12]=[CH:11][CH:10]=[CH:9][N:8]=2)[CH:3]=1.[C:13]([C:15]1[CH:16]=[C:17](B(O)O)[CH:18]=[CH:19][CH:20]=1)#[N:14].C(=O)([O-])[O-].[K+].[K+].CCOC(C)=O. Product: [N:8]1[CH:9]=[CH:10][CH:11]=[CH:12][C:7]=1[N:4]1[CH:5]=[CH:6][C:2]([C:19]2[CH:20]=[C:15]([CH:16]=[CH:17][CH:18]=2)[C:13]#[N:14])=[CH:3]1. The catalyst class is: 108. (2) Reactant: C(Cl)(=O)C(Cl)=O.CS(C)=O.C(Cl)(Cl)Cl.C(=O)=O.[Si:18]([O:35][C:36]1[CH:53]=[CH:52][C:51]2[C@@H:50]3[C@H:41]([C@H:42]4[C@@:46]([CH2:48][CH:49]3[OH:54])([CH3:47])[CH:45]3[O:55][CH2:56][CH2:57][O:58][CH:44]3[CH2:43]4)[CH2:40][CH2:39][C:38]=2[CH:37]=1)([C:31]([CH3:34])([CH3:33])[CH3:32])([C:25]1[CH:30]=[CH:29][CH:28]=[CH:27][CH:26]=1)[C:19]1[CH:24]=[CH:23][CH:22]=[CH:21][CH:20]=1.C(N(CC)CC)C. Product: [Si:18]([O:35][C:36]1[CH:53]=[CH:52][C:51]2[C@@H:50]3[C@H:41]([C@H:42]4[C@@:46]([CH2:48][C:49]3=[O:54])([CH3:47])[CH:45]3[O:55][CH2:56][CH2:57][O:58][CH:44]3[CH2:43]4)[CH2:40][CH2:39][C:38]=2[CH:37]=1)([C:31]([CH3:34])([CH3:33])[CH3:32])([C:25]1[CH:26]=[CH:27][CH:28]=[CH:29][CH:30]=1)[C:19]1[CH:24]=[CH:23][CH:22]=[CH:21][CH:20]=1. The catalyst class is: 4. (3) Reactant: [C:1]([NH:24][C@@H:25]([CH3:69])[C:26]([O:28][C:29]1[CH:34]=[CH:33][C:32]([C:35]2[S:39][C:38]3[CH:40]=[C:41]([O:44][Si](C(C)(C)C)(C)C)[CH:42]=[CH:43][C:37]=3[C:36]=2[C:52](=[O:68])[C:53]2[CH:58]=[CH:57][C:56]([O:59][CH2:60][CH2:61][N:62]3[CH2:67][CH2:66][O:65][CH2:64][CH2:63]3)=[CH:55][CH:54]=2)=[CH:31][CH:30]=1)=[O:27])(=[O:23])[CH2:2][CH2:3]/[CH:4]=[CH:5]\[CH2:6]/[CH:7]=[CH:8]\[CH2:9]/[CH:10]=[CH:11]\[CH2:12]/[CH:13]=[CH:14]\[CH2:15]/[CH:16]=[CH:17]\[CH2:18]/[CH:19]=[CH:20]\[CH2:21][CH3:22].[F-].C([N+](CCCC)(CCCC)CCCC)CCC. Product: [C:1]([NH:24][C@@H:25]([CH3:69])[C:26]([O:28][C:29]1[CH:34]=[CH:33][C:32]([C:35]2[S:39][C:38]3[CH:40]=[C:41]([OH:44])[CH:42]=[CH:43][C:37]=3[C:36]=2[C:52](=[O:68])[C:53]2[CH:54]=[CH:55][C:56]([O:59][CH2:60][CH2:61][N:62]3[CH2:67][CH2:66][O:65][CH2:64][CH2:63]3)=[CH:57][CH:58]=2)=[CH:31][CH:30]=1)=[O:27])(=[O:23])[CH2:2][CH2:3]/[CH:4]=[CH:5]\[CH2:6]/[CH:7]=[CH:8]\[CH2:9]/[CH:10]=[CH:11]\[CH2:12]/[CH:13]=[CH:14]\[CH2:15]/[CH:16]=[CH:17]\[CH2:18]/[CH:19]=[CH:20]\[CH2:21][CH3:22]. The catalyst class is: 1. (4) Reactant: FC1C(O[C:9](=[O:20])[CH2:10][C:11]2[CH:16]=[CH:15][C:14]([OH:17])=[C:13]([O:18][CH3:19])[CH:12]=2)=C(F)C(F)=C(F)C=1F.[C:25]1([C:31]2[CH:32]=[C:33]([CH:35]=[CH:36][CH:37]=2)[NH2:34])[CH2:30][CH2:29][CH2:28][CH2:27][CH:26]=1. Product: [C:25]1([C:31]2[CH:32]=[C:33]([NH:34][C:9](=[O:20])[CH2:10][C:11]3[CH:16]=[CH:15][C:14]([OH:17])=[C:13]([O:18][CH3:19])[CH:12]=3)[CH:35]=[CH:36][CH:37]=2)[CH2:30][CH2:29][CH2:28][CH2:27][CH:26]=1. The catalyst class is: 13. (5) Reactant: [CH2:1]([O:3][C:4]1[CH:5]=[C:6]([CH:25]=[C:26]([O:29][CH2:30][CH3:31])[C:27]=1[F:28])[CH2:7][N:8]1[CH2:13][CH2:12][CH:11]([NH:14][C:15]2[O:16][C:17]3[C:23]([NH2:24])=[CH:22][CH:21]=[CH:20][C:18]=3[N:19]=2)[CH2:10][CH2:9]1)[CH3:2].[N:32]1[CH:37]=[C:36]([C:38](O)=[O:39])[CH:35]=[N:34][CH:33]=1.Cl.CN(C)CCCN=C=NCC. Product: [CH2:1]([O:3][C:4]1[CH:5]=[C:6]([CH:25]=[C:26]([O:29][CH2:30][CH3:31])[C:27]=1[F:28])[CH2:7][N:8]1[CH2:13][CH2:12][CH:11]([NH:14][C:15]2[O:16][C:17]3[C:23]([NH:24][C:38]([C:36]4[CH:37]=[N:32][CH:33]=[N:34][CH:35]=4)=[O:39])=[CH:22][CH:21]=[CH:20][C:18]=3[N:19]=2)[CH2:10][CH2:9]1)[CH3:2]. The catalyst class is: 64. (6) Reactant: [CH3:1][O:2][C:3]1[CH:8]=[CH:7][C:6]([C:9]2[N:14]=[N:13][C:12]([NH2:15])=[CH:11][CH:10]=2)=[CH:5][CH:4]=1.[CH3:16][O:17][C:18]([C@@H:20]1[CH2:25][CH2:24][C@H:23]([O:26][C:27]2[CH:35]=[CH:34][C:30]([C:31](O)=[O:32])=[CH:29][CH:28]=2)[CH2:22][CH2:21]1)=[O:19].C(Cl)CCl.C1C=CC2N(O)N=NC=2C=1. Product: [CH3:1][O:2][C:3]1[CH:4]=[CH:5][C:6]([C:9]2[N:14]=[N:13][C:12]([NH:15][C:31]([C:30]3[CH:34]=[CH:35][C:27]([O:26][C@@H:23]4[CH2:22][CH2:21][C@H:20]([C:18]([O:17][CH3:16])=[O:19])[CH2:25][CH2:24]4)=[CH:28][CH:29]=3)=[O:32])=[CH:11][CH:10]=2)=[CH:7][CH:8]=1. The catalyst class is: 12.